Predict the reactants needed to synthesize the given product. From a dataset of Full USPTO retrosynthesis dataset with 1.9M reactions from patents (1976-2016). (1) Given the product [CH3:1][O:2][C:3](=[O:31])[CH:4]([C:9]1[CH:14]=[C:13]([OH:15])[CH:12]=[C:11]([OH:23])[CH:10]=1)[CH2:5][CH:6]([CH3:8])[CH3:7], predict the reactants needed to synthesize it. The reactants are: [CH3:1][O:2][C:3](=[O:31])[CH:4]([C:9]1[CH:14]=[C:13]([O:15]CC2C=CC=CC=2)[CH:12]=[C:11]([O:23]CC2C=CC=CC=2)[CH:10]=1)[CH2:5][C:6]([CH3:8])=[CH2:7].[OH-].[Na+]. (2) Given the product [CH2:22]([O:21][CH:4]([O:3][CH2:1][CH3:2])[C:5]1[NH:13][C:12]2[C:11]([O:14][C:15]3[CH:20]=[CH:19][CH:18]=[CH:17][CH:16]=3)=[N:10][CH:9]=[N:8][C:7]=2[CH:6]=1)[CH3:23], predict the reactants needed to synthesize it. The reactants are: [CH2:1]([O:3][CH:4]([O:21][CH2:22][CH3:23])[C:5]#[C:6][C:7]1[C:12]([NH2:13])=[C:11]([O:14][C:15]2[CH:20]=[CH:19][CH:18]=[CH:17][CH:16]=2)[N:10]=[CH:9][N:8]=1)[CH3:2].CC(C)([O-])C.[K+].O. (3) The reactants are: [I-].[CH3:2][S+](C)(C)=O.[H-].[Na+].[O:9]=[C:10]1[CH2:15][CH2:14][CH2:13][N:12]([C:16]([O:18][CH2:19][C:20]2[CH:25]=[CH:24][CH:23]=[CH:22][CH:21]=2)=[O:17])[CH2:11]1.O. Given the product [O:9]1[C:10]2([CH2:15][CH2:14][CH2:13][N:12]([C:16]([O:18][CH2:19][C:20]3[CH:25]=[CH:24][CH:23]=[CH:22][CH:21]=3)=[O:17])[CH2:11]2)[CH2:2]1, predict the reactants needed to synthesize it. (4) Given the product [CH3:29][S:30][CH2:6][CH2:7][C:8]1[N:9]=[CH:10][C:11]([NH:14][C:22](=[O:23])[O:24][C:25]([CH3:26])([CH3:27])[CH3:28])=[N:12][CH:13]=1, predict the reactants needed to synthesize it. The reactants are: CS(O[CH2:6][CH2:7][C:8]1[CH:13]=[N:12][C:11]([N:14]([C:22]([O:24][C:25]([CH3:28])([CH3:27])[CH3:26])=[O:23])C(OC(C)(C)C)=O)=[CH:10][N:9]=1)(=O)=O.[CH3:29][S-:30].[Na+].C(OCC)(=O)C.C(=O)(O)[O-].[Na+]. (5) Given the product [Br:1][C:2]1[CH:7]=[CH:6][CH:5]=[CH:4][C:3]=1[C:8]1[C:9]2[CH:16]=[C:15]([CH2:17][O:19][C:20]3[CH:21]=[CH:22][C:23]([C@@H:26]([C:33]#[C:34][CH3:35])[CH2:27][C:28]([O:30][CH2:31][CH3:32])=[O:29])=[CH:24][CH:25]=3)[CH:14]=[CH:13][C:10]=2[S:11][CH:12]=1, predict the reactants needed to synthesize it. The reactants are: [Br:1][C:2]1[CH:7]=[CH:6][CH:5]=[CH:4][C:3]=1[C:8]1[C:9]2[CH:16]=[C:15]([CH2:17]Cl)[CH:14]=[CH:13][C:10]=2[S:11][CH:12]=1.[OH:19][C:20]1[CH:25]=[CH:24][C:23]([C@@H:26]([C:33]#[C:34][CH3:35])[CH2:27][C:28]([O:30][CH2:31][CH3:32])=[O:29])=[CH:22][CH:21]=1. (6) The reactants are: [OH2:1].[OH2:2].O.O.O.O.O.O.O.[S-2:10].[Na+].[Na+].[S].Cl[C:15]1[C:16]([N+:24]([O-])=O)=[C:17]([CH:21]=[CH:22][CH:23]=1)[C:18](O)=O.[S-2:27].[Na+].[Na+].[S].[C:31](O)(=O)C. Given the product [SH:10][C:31]1[S:27][C:15]2[C:16](=[C:17]([C:18]([OH:2])=[O:1])[CH:21]=[CH:22][CH:23]=2)[N:24]=1, predict the reactants needed to synthesize it. (7) Given the product [Br:1][C:2]1[CH:3]=[C:4]([N:11]([CH2:19][CH2:20][C:21]([F:22])([F:23])[F:24])[C:12](=[O:18])[O:13][C:14]([CH3:16])([CH3:17])[CH3:15])[C:5]2[N:6]([C:8]([I:25])=[CH:9][N:10]=2)[CH:7]=1, predict the reactants needed to synthesize it. The reactants are: [Br:1][C:2]1[CH:3]=[C:4]([N:11]([CH2:19][CH2:20][C:21]([F:24])([F:23])[F:22])[C:12](=[O:18])[O:13][C:14]([CH3:17])([CH3:16])[CH3:15])[C:5]2[N:6]([CH:8]=[CH:9][N:10]=2)[CH:7]=1.[I:25]N1C(=O)CCC1=O.C(OCC)(=O)C. (8) Given the product [Cl:21][CH:33]1[CH2:32][CH2:26][NH:29][CH2:13][C:14]2([CH2:15][CH2:16][CH2:17][N:11]([CH2:10]/[CH:9]=[CH:8]/[C:5]3[CH:4]=[CH:3][C:2]([Cl:1])=[CH:7][CH:6]=3)[CH2:12]2)[CH2:18]1, predict the reactants needed to synthesize it. The reactants are: [Cl:1][C:2]1[CH:7]=[CH:6][C:5](/[CH:8]=[CH:9]/[CH2:10][N:11]2[CH2:17][CH2:16][CH2:15]/[C:14](=[CH:18]/OC)/[CH2:13][CH2:12]2)=[CH:4][CH:3]=1.[ClH:21].ClC1C=C[C:26]([NH:29]N)=CC=1.F[C:32](F)(F)[C:33](O)=O.C([SiH](CC)CC)C.[OH-].[NH4+]. (9) Given the product [CH3:1][NH:2][C:3](=[O:25])[CH:4]([N:12]1[C:18](=[O:19])[CH:17]([NH:20][C:28](=[O:29])[CH:27]([Br:26])[CH2:31][CH2:32][CH2:33][CH2:34][N:35]2[C:39](=[O:40])[C:38]3=[CH:41][CH:42]=[CH:43][CH:44]=[C:37]3[C:36]2=[O:45])[CH2:16][C:15]2[CH:21]=[CH:22][CH:23]=[CH:24][C:14]=2[CH2:13]1)[CH2:5][C:6]1[CH:7]=[CH:8][CH:9]=[CH:10][CH:11]=1, predict the reactants needed to synthesize it. The reactants are: [CH3:1][NH:2][C:3](=[O:25])[CH:4]([N:12]1[C:18](=[O:19])[CH:17]([NH2:20])[CH2:16][C:15]2[CH:21]=[CH:22][CH:23]=[CH:24][C:14]=2[CH2:13]1)[CH2:5][C:6]1[CH:11]=[CH:10][CH:9]=[CH:8][CH:7]=1.[Br:26][CH:27]([CH2:31][CH2:32][CH2:33][CH2:34][N:35]1[C:39](=[O:40])[C:38]2=[CH:41][CH:42]=[CH:43][CH:44]=[C:37]2[C:36]1=[O:45])[C:28](O)=[O:29]. (10) The reactants are: [F:1][C:2]1[CH:7]=[C:6]([F:8])[C:5]([F:9])=[C:4]([CH2:10][C@H:11](S(C)(=O)=O)[CH3:12])[C:3]=1[F:17].[N-:18]=[N+:19]=[N-:20].[Na+].O. Given the product [N:18]([C@@H:11]([CH3:12])[CH2:10][C:4]1[C:5]([F:9])=[C:6]([F:8])[CH:7]=[C:2]([F:1])[C:3]=1[F:17])=[N+:19]=[N-:20], predict the reactants needed to synthesize it.